This data is from Full USPTO retrosynthesis dataset with 1.9M reactions from patents (1976-2016). The task is: Predict the reactants needed to synthesize the given product. Given the product [NH:1]1[C:5]2[CH:6]=[CH:7][CH:8]=[CH:9][C:4]=2[N:3]=[C:2]1[C:10]1[CH:11]=[C:12]([N:17]2[C:18](=[O:19])[C:20]3[CH:25]=[CH:24][C:23]([C:26]4[CH:31]=[CH:30][C:29]([C:32]([F:35])([F:33])[F:34])=[CH:28][CH:27]=4)=[CH:22][C:21]=3[O:36][CH2:37]2)[CH:13]=[CH:14][C:15]=1[Cl:16], predict the reactants needed to synthesize it. The reactants are: [NH:1]1[C:5]2[CH:6]=[CH:7][CH:8]=[CH:9][C:4]=2[N:3]=[C:2]1[C:10]1[CH:11]=[C:12]([NH:17][C:18]([C:20]2[CH:25]=[CH:24][C:23]([C:26]3[CH:31]=[CH:30][C:29]([C:32]([F:35])([F:34])[F:33])=[CH:28][CH:27]=3)=[CH:22][C:21]=2[OH:36])=[O:19])[CH:13]=[CH:14][C:15]=1[Cl:16].[CH2:37]1OCOCO1.FC(F)(F)C(O)=O.